This data is from Reaction yield outcomes from USPTO patents with 853,638 reactions. The task is: Predict the reaction yield, written as a fraction of the theoretical maximum amount of product (1.0 means a 100% yield; for example, 0.34 means a 34% yield). (1) The catalyst is CN(C=O)C.O. The product is [Br:1][C:2]1[CH:7]=[CH:6][C:5]([O:16][CH2:12][CH2:13][C:14]#[CH:15])=[C:4]([N+:9]([O-:11])=[O:10])[CH:3]=1. The yield is 0.710. The reactants are [Br:1][C:2]1[CH:7]=[CH:6][C:5](F)=[C:4]([N+:9]([O-:11])=[O:10])[CH:3]=1.[CH2:12]([OH:16])[CH2:13][C:14]#[CH:15].C(=O)([O-])[O-].[K+].[K+]. (2) The reactants are [C:1]([Si:5]([CH3:14])([CH3:13])[O:6][CH2:7][CH2:8][CH2:9][C@H:10]1[CH2:12][O:11]1)([CH3:4])([CH3:3])[CH3:2].[NH2:15][C:16]1[CH:17]=[CH:18][C:19]2[S:24][CH2:23][C:22](=[O:25])[NH:21][C:20]=2[CH:26]=1. The catalyst is CC#N. The product is [C:1]([Si:5]([CH3:14])([CH3:13])[O:6][CH2:7][CH2:8][CH2:9][C@H:10]([OH:11])[CH2:12][NH:15][C:16]1[CH:17]=[CH:18][C:19]2[S:24][CH2:23][C:22](=[O:25])[NH:21][C:20]=2[CH:26]=1)([CH3:4])([CH3:3])[CH3:2]. The yield is 0.160. (3) The reactants are [CH2:1]([O:8][C:9]1[CH:10]=[C:11]([NH2:16])[CH:12]=[C:13]([Br:15])[CH:14]=1)[C:2]1[CH:7]=[CH:6][CH:5]=[CH:4][CH:3]=1.[C:17]([N:25]=[C:26]=[S:27])(=[O:24])[C:18]1[CH:23]=[CH:22][CH:21]=[CH:20][CH:19]=1. The catalyst is CC(C)=O. The product is [C:17]([NH:25][C:26]([NH:16][C:11]1[CH:12]=[C:13]([Br:15])[CH:14]=[C:9]([O:8][CH2:1][C:2]2[CH:3]=[CH:4][CH:5]=[CH:6][CH:7]=2)[CH:10]=1)=[S:27])(=[O:24])[C:18]1[CH:23]=[CH:22][CH:21]=[CH:20][CH:19]=1. The yield is 0.890.